Dataset: Retrosynthesis with 50K atom-mapped reactions and 10 reaction types from USPTO. Task: Predict the reactants needed to synthesize the given product. (1) Given the product CCOC(=O)c1csc(C(C)C)n1, predict the reactants needed to synthesize it. The reactants are: CC(C)C(N)=S.CCOC(=O)C(=O)CBr. (2) Given the product CC(C)(C)OC(=O)N1CCC2(CC1)CNCC(CO)O2, predict the reactants needed to synthesize it. The reactants are: CC(C)(C)OC(=O)N1CCC2(CC1)CN(Cc1ccccc1)CC(CO)O2. (3) Given the product CC1(N)CCN(C(=O)c2ccc(-c3ccc4ncc(-c5ccc(Cl)cc5)n4c3)cc2)CC1, predict the reactants needed to synthesize it. The reactants are: CC1(NC(=O)OC(C)(C)C)CCN(C(=O)c2ccc(-c3ccc4ncc(-c5ccc(Cl)cc5)n4c3)cc2)CC1. (4) Given the product O=C(CN1CCC(n2c(=O)[nH]c3ccccc32)CC1)Nc1ccc(C2CCCCC2)cc1, predict the reactants needed to synthesize it. The reactants are: O=C(CBr)Nc1ccc(C2CCCCC2)cc1.O=c1[nH]c2ccccc2n1C1CCNCC1. (5) Given the product CCOP(=O)(Cc1ccc(NC(=O)C2=Cc3cc(C4CCCCC4)ccc3CC2)cc1)OCC, predict the reactants needed to synthesize it. The reactants are: CCOP(=O)(Cc1ccc(N)cc1)OCC.O=C(O)C1=Cc2cc(C3CCCCC3)ccc2CC1. (6) Given the product COC(=O)c1ccc(C(C)=NO)c(OC)c1, predict the reactants needed to synthesize it. The reactants are: COC(=O)c1ccc(C(C)=O)c(OC)c1.NO. (7) Given the product CN(c1ncccc1N)S(C)(=O)=O, predict the reactants needed to synthesize it. The reactants are: CN(c1ncccc1[N+](=O)[O-])S(C)(=O)=O. (8) Given the product c1ccc(CNCCOc2ccc3c(c2)[nH]c2ccccc23)cc1, predict the reactants needed to synthesize it. The reactants are: NCCOc1ccc2c(c1)[nH]c1ccccc12.O=Cc1ccccc1. (9) Given the product Cc1ccc(C(=O)NCc2ccccc2N2CCN(C)CC2)cc1NC(=O)c1cnc2cc(Br)ccn12, predict the reactants needed to synthesize it. The reactants are: CN1CCN(c2ccccc2CN)CC1.COC(=O)c1ccc(C)c(NC(=O)c2cnc3cc(Br)ccn23)c1. (10) Given the product NCc1cc(C2=NOC(c3cc(Cl)c(Cl)c(Cl)c3)(C(F)(F)F)C2)ccc1Br, predict the reactants needed to synthesize it. The reactants are: CC(C)(C)OC(=O)NCc1cc(C2=NOC(c3cc(Cl)c(Cl)c(Cl)c3)(C(F)(F)F)C2)ccc1Br.